From a dataset of Full USPTO retrosynthesis dataset with 1.9M reactions from patents (1976-2016). Predict the reactants needed to synthesize the given product. (1) Given the product [Br:1][C:20]1[N:19]([CH2:21][C:22]([O:24][CH3:25])=[O:23])[C:18]2[CH:26]=[C:27]([C:29]([O:31][CH3:32])=[O:30])[S:28][C:17]=2[C:16]=1[CH:11]1[CH2:12][CH2:13][CH2:14][CH2:15][CH:10]1[F:9], predict the reactants needed to synthesize it. The reactants are: [Br:1]N1C(=O)CCC1=O.[F:9][CH:10]1[CH2:15][CH2:14][CH2:13][CH2:12][CH:11]1[C:16]1[C:17]2[S:28][C:27]([C:29]([O:31][CH3:32])=[O:30])=[CH:26][C:18]=2[N:19]([CH2:21][C:22]([O:24][CH3:25])=[O:23])[CH:20]=1. (2) Given the product [CH2:36]([O:35][C:6]1[C:7]2[N:8]([C:10]([C:29]3[CH:34]=[CH:33][CH:32]=[CH:31][CH:30]=3)=[C:11]([C:13]3[CH:14]=[CH:15][C:16]([C:19]4([NH2:23])[CH2:20][CH2:21][CH2:22]4)=[CH:17][CH:18]=3)[N:12]=2)[N:9]=[C:4]([O:3][CH2:1][CH3:2])[CH:5]=1)[CH2:37][CH2:40][CH3:41], predict the reactants needed to synthesize it. The reactants are: [CH2:1]([O:3][C:4]1[CH:5]=[C:6]([O:35][CH2:36][CH3:37])[C:7]2[N:8]([C:10]([C:29]3[CH:34]=[CH:33][CH:32]=[CH:31][CH:30]=3)=[C:11]([C:13]3[CH:18]=[CH:17][C:16]([C:19]4([NH:23]C(=O)OCC)[CH2:22][CH2:21][CH2:20]4)=[CH:15][CH:14]=3)[N:12]=2)[N:9]=1)[CH3:2].[OH-].[K+].[CH2:40](O)[CH2:41]CC. (3) Given the product [CH2:1]([O:3][C:4](=[O:21])[C@@H:5]([O:19][CH3:20])[CH2:6][C:7]1[CH:12]=[CH:11][C:10]([O:13][CH2:14][CH2:15][CH2:16][CH2:17][O:34][C:31]2[CH:30]=[CH:29][C:28]([C:22]3[CH:27]=[CH:26][CH:25]=[CH:24][CH:23]=3)=[CH:33][CH:32]=2)=[CH:9][CH:8]=1)[CH3:2], predict the reactants needed to synthesize it. The reactants are: [CH2:1]([O:3][C:4](=[O:21])[C@@H:5]([O:19][CH3:20])[CH2:6][C:7]1[CH:12]=[CH:11][C:10]([O:13][CH2:14][CH2:15][CH2:16][CH2:17]Br)=[CH:9][CH:8]=1)[CH3:2].[C:22]1([C:28]2[CH:33]=[CH:32][C:31]([OH:34])=[CH:30][CH:29]=2)[CH:27]=[CH:26][CH:25]=[CH:24][CH:23]=1. (4) Given the product [OH:46]/[N:47]=[C:48](/[C:77]1[CH:82]=[CH:81][N:80]=[C:79]([CH3:83])[CH:78]=1)\[CH2:49][C@H:50]([C:58]1[CH:59]=[CH:60][C:61]([C:64]2[CH:69]=[CH:68][C:67]([C:70]([NH:72][CH2:73][C:74]([OH:76])=[O:75])=[O:71])=[CH:66][CH:65]=2)=[CH:62][CH:63]=1)[C:51]1[CH:56]=[CH:55][CH:54]=[CH:53][C:52]=1[CH3:57], predict the reactants needed to synthesize it. The reactants are: CC1C=C(C(=O)C[C@H](C2C=CC(C3C=CC(C(NCC(O)=O)=O)=CC=3)=CC=2)C2C=CC=CC=2C)C=CN=1.Cl.NO.C([O-])(O)=O.[Na+].[OH:46][N:47]=[C:48]([C:77]1[CH:82]=[CH:81][N:80]=[C:79]([CH3:83])[CH:78]=1)[CH2:49][C@H:50]([C:58]1[CH:63]=[CH:62][C:61]([C:64]2[CH:69]=[CH:68][C:67]([C:70]([NH:72][CH2:73][C:74]([OH:76])=[O:75])=[O:71])=[CH:66][CH:65]=2)=[CH:60][CH:59]=1)[C:51]1[CH:56]=[CH:55][CH:54]=[CH:53][C:52]=1[CH3:57]. (5) Given the product [CH2:4]([C@@H:5]1[CH2:6][CH2:7][C@H:8]([OH:11])[CH2:9][CH2:10]1)[CH2:3][CH:2]([CH3:12])[CH3:1].[CH2:4]([C@H:5]1[CH2:6][CH2:7][C@H:8]([OH:11])[CH2:9][CH2:10]1)[CH2:3][CH:2]([CH3:12])[CH3:1], predict the reactants needed to synthesize it. The reactants are: [CH3:1][C:2]([CH3:12])=[CH:3][CH2:4][C:5]1[CH:10]=[CH:9][C:8]([OH:11])=[CH:7][CH:6]=1. (6) Given the product [O:15]=[C:13]1[N:12]([CH2:16][C:17]([O:19][C:20]([CH3:23])([CH3:22])[CH3:21])=[O:18])[C:11]2[CH2:24][CH2:25][C:26](=[O:27])[C:10]=2[C:9]([O:8][S:30]([C:29]([F:48])([F:47])[F:28])(=[O:32])=[O:31])=[CH:14]1, predict the reactants needed to synthesize it. The reactants are: C(N(CC)CC)C.[OH:8][C:9]1[C:10]2[C:26](=[O:27])[CH2:25][CH2:24][C:11]=2[N:12]([CH2:16][C:17]([O:19][C:20]([CH3:23])([CH3:22])[CH3:21])=[O:18])[C:13](=[O:15])[CH:14]=1.[F:28][C:29]([F:48])([F:47])[S:30](N([S:30]([C:29]([F:48])([F:47])[F:28])(=[O:32])=[O:31])C1C=CC=CC=1)(=[O:32])=[O:31]. (7) Given the product [Cl:24][CH2:23][CH2:22][N:21]([CH2:25][CH2:26][Cl:27])[C:19]1[CH:18]=[C:17]([Cl:28])[C:15]2[O:16][C:10]3[C:9]([CH3:32])=[CH:8][C:7]([C:5]([OH:6])=[O:4])=[CH:31][C:11]=3[S:12](=[O:29])(=[O:30])[CH2:13][C:14]=2[CH:20]=1, predict the reactants needed to synthesize it. The reactants are: [OH-].[Na+].C[O:4][C:5]([C:7]1[CH:8]=[C:9]([CH3:32])[C:10]2[O:16][C:15]3[C:17]([Cl:28])=[CH:18][C:19]([N:21]([CH2:25][CH2:26][Cl:27])[CH2:22][CH2:23][Cl:24])=[CH:20][C:14]=3[CH2:13][S:12](=[O:30])(=[O:29])[C:11]=2[CH:31]=1)=[O:6].